This data is from Catalyst prediction with 721,799 reactions and 888 catalyst types from USPTO. The task is: Predict which catalyst facilitates the given reaction. (1) Reactant: [CH:1]1([C@H:4]2[CH2:9][N:8]([C:10]3[C:15]([N+:16]([O-:18])=[O:17])=[CH:14][N:13]=[C:12]4[CH2:19][CH2:20][CH2:21][C:11]=34)[CH2:7][C@@H:6]([NH:22][C:23](=[O:29])[O:24][C:25]([CH3:28])([CH3:27])[CH3:26])[C@@H:5]2[OH:30])[CH2:3][CH2:2]1.C1C=C(Cl)C=C(C(OO)=[O:39])C=1.[O-]S([O-])(=S)=O.[Na+].[Na+].[OH-].[Na+]. Product: [CH:1]1([C@H:4]2[CH2:9][N:8]([C:10]3[C:15]([N+:16]([O-:18])=[O:17])=[CH:14][N+:13]([O-:39])=[C:12]4[CH2:19][CH2:20][CH2:21][C:11]=34)[CH2:7][C@@H:6]([NH:22][C:23](=[O:29])[O:24][C:25]([CH3:27])([CH3:26])[CH3:28])[C@@H:5]2[OH:30])[CH2:3][CH2:2]1. The catalyst class is: 34. (2) Reactant: [F-].C([N+](CCCC)(CCCC)CCCC)CCC.[Br:19][C:20]1[CH:25]=[CH:24][C:23]([C:26](=[O:31])[C:27]([F:30])([F:29])[F:28])=[C:22]([Cl:32])[C:21]=1[F:33].C[Si](C)(C)[C:36]([F:39])([F:38])[F:37].C1COCC1. Product: [Br:19][C:20]1[CH:25]=[CH:24][C:23]([C:26]([OH:31])([C:36]([F:39])([F:38])[F:37])[C:27]([F:30])([F:28])[F:29])=[C:22]([Cl:32])[C:21]=1[F:33]. The catalyst class is: 6.